From a dataset of Full USPTO retrosynthesis dataset with 1.9M reactions from patents (1976-2016). Predict the reactants needed to synthesize the given product. (1) Given the product [C:12]12([CH:22]([N:24]([CH:25]3[CH2:27][CH2:26]3)[C:9]([C:3]3[C:4]([CH3:8])=[N:5][N:6]([CH3:7])[C:2]=3[F:1])=[O:10])[CH3:23])[CH2:21][CH:16]3[CH2:17][CH:18]([CH2:20][CH:14]([CH2:15]3)[CH2:13]1)[CH2:19]2, predict the reactants needed to synthesize it. The reactants are: [F:1][C:2]1[N:6]([CH3:7])[N:5]=[C:4]([CH3:8])[C:3]=1[C:9](Cl)=[O:10].[C:12]12([CH:22]([NH:24][CH:25]3[CH2:27][CH2:26]3)[CH3:23])[CH2:21][CH:16]3[CH2:17][CH:18]([CH2:20][CH:14]([CH2:15]3)[CH2:13]1)[CH2:19]2.C(N(CC)CC)C.O. (2) Given the product [CH:12]([C:13]1[CH:20]=[CH:19][C:16]([C:17]#[N:18])=[CH:15][N:14]=1)=[O:11], predict the reactants needed to synthesize it. The reactants are: C(Cl)(=O)C(Cl)=O.CS(C)=O.[OH:11][CH2:12][C:13]1[CH:20]=[CH:19][C:16]([C:17]#[N:18])=[CH:15][N:14]=1.C(N(CC)CC)C. (3) Given the product [CH:1]([C@H:14]1[CH2:20][C@H:19]([OH:18])[C@@H:17]([NH:28][CH2:21][C:22]2[CH:27]=[CH:26][CH:25]=[CH:24][CH:23]=2)[CH2:16][O:15]1)([C:8]1[CH:13]=[CH:12][CH:11]=[CH:10][CH:9]=1)[C:2]1[CH:3]=[CH:4][CH:5]=[CH:6][CH:7]=1, predict the reactants needed to synthesize it. The reactants are: [CH:1]([C@H:14]1[CH2:20][C@H:19]2[C@H:17]([O:18]2)[CH2:16][O:15]1)([C:8]1[CH:13]=[CH:12][CH:11]=[CH:10][CH:9]=1)[C:2]1[CH:7]=[CH:6][CH:5]=[CH:4][CH:3]=1.[CH2:21]([NH2:28])[C:22]1[CH:27]=[CH:26][CH:25]=[CH:24][CH:23]=1.CO. (4) The reactants are: [OH:1][CH:2]1[CH2:7][CH2:6][N:5]([C:8]([N:10]2[CH2:15][CH:14]([C:16]3[CH:21]=[CH:20][C:19]([CH2:22][C:23]([F:26])([F:25])[F:24])=[CH:18][CH:17]=3)[CH2:13][CH:12]([C:27]([O:29]C)=[O:28])[CH2:11]2)=[O:9])[CH2:4][CH2:3]1.CC(C)([O-])C.[K+]. Given the product [OH:1][CH:2]1[CH2:3][CH2:4][N:5]([C:8]([N:10]2[CH2:15][CH:14]([C:16]3[CH:21]=[CH:20][C:19]([CH2:22][C:23]([F:24])([F:25])[F:26])=[CH:18][CH:17]=3)[CH2:13][CH:12]([C:27]([OH:29])=[O:28])[CH2:11]2)=[O:9])[CH2:6][CH2:7]1, predict the reactants needed to synthesize it. (5) Given the product [NH2:20][C:18]1[CH:17]=[C:14]([CH:13]=[C:12]([O:11][CH2:10][CH2:9][O:8][CH2:7][CH2:6][O:5][CH2:4][CH2:3][O:2][CH3:1])[CH:19]=1)[C:15]#[N:16], predict the reactants needed to synthesize it. The reactants are: [CH3:1][O:2][CH2:3][CH2:4][O:5][CH2:6][CH2:7][O:8][CH2:9][CH2:10][O:11][C:12]1[CH:13]=[C:14]([CH:17]=[C:18]([N+:20]([O-])=O)[CH:19]=1)[C:15]#[N:16].O.[NH4+].[Cl-]. (6) Given the product [CH2:20]([N:27]1[C:2]2[C:3](=[CH:4][CH:5]=[C:6]([OH:8])[CH:7]=2)[C:9]([CH2:10][CH3:11])=[N:28]1)[C:21]1[CH:26]=[CH:25][CH:24]=[CH:23][CH:22]=1, predict the reactants needed to synthesize it. The reactants are: F[C:2]1[CH:7]=[C:6]([OH:8])[CH:5]=[CH:4][C:3]=1[C:9](=O)[CH2:10][CH3:11].C([O-])(=O)C.[Na+].Cl.Cl.[CH2:20]([NH:27][NH2:28])[C:21]1[CH:26]=[CH:25][CH:24]=[CH:23][CH:22]=1.O.